From a dataset of Retrosynthesis with 50K atom-mapped reactions and 10 reaction types from USPTO. Predict the reactants needed to synthesize the given product. (1) Given the product CC[C@@H]1C(=O)N(C)c2cnc(Nc3ccc(C(=O)NCC[C@H](NC(=O)OC(C)(C)C)C(=O)OC4CCCC4)cc3OC)nc2N1C1CCCC1, predict the reactants needed to synthesize it. The reactants are: CC(C)(C)OC(=O)N[C@@H](CCN)C(=O)OC1CCCC1.CC[C@@H]1C(=O)N(C)c2cnc(Nc3ccc(C(=O)O)cc3OC)nc2N1C1CCCC1. (2) Given the product Fc1cc(-c2cccc3ccsc23)c(CN2CCOCC2)cn1, predict the reactants needed to synthesize it. The reactants are: CC1(C)OB(c2cccc3ccsc23)OC1(C)C.Fc1cc(I)c(CN2CCOCC2)cn1. (3) Given the product CCOC[C@H]1CCCN(C[C@H]2CCCC[C@@H]2NC(=O)c2ccc(OCCOC)cc2)C1, predict the reactants needed to synthesize it. The reactants are: CCOC[C@H]1CCCN(C[C@H]2CCCC[C@@H]2N)C1.COCCOc1ccc(C(=O)O)cc1. (4) The reactants are: NNc1c(Cl)cc(C(F)(F)F)cc1Cl.O=C(Cl)CCl. Given the product O=C(CCl)NNc1c(Cl)cc(C(F)(F)F)cc1Cl, predict the reactants needed to synthesize it. (5) Given the product CC1(C2CN(Cc3ccccc3)CCO2)OCCO1, predict the reactants needed to synthesize it. The reactants are: CC1(C2CN(Cc3ccccc3)C(=O)CO2)OCCO1.